This data is from Reaction yield outcomes from USPTO patents with 853,638 reactions. The task is: Predict the reaction yield, written as a fraction of the theoretical maximum amount of product (1.0 means a 100% yield; for example, 0.34 means a 34% yield). The reactants are Cl.[NH2:2][C:3]1[CH:11]=[CH:10][CH:9]=[C:8]2[C:4]=1[CH:5]([CH3:14])[CH2:6][C:7]2([CH3:13])[CH3:12].[OH-].[Na+].C1(C)C=CC=CC=1. The catalyst is O. The product is [NH2:2][C:3]1[CH:11]=[CH:10][CH:9]=[C:8]2[C:4]=1[CH:5]([CH3:14])[CH2:6][C:7]2([CH3:13])[CH3:12]. The yield is 0.795.